Dataset: Full USPTO retrosynthesis dataset with 1.9M reactions from patents (1976-2016). Task: Predict the reactants needed to synthesize the given product. (1) The reactants are: Br[C:2]1[CH:7]=[CH:6][C:5]([CH:8]2[CH2:10][CH:9]2[C:11]([O:13][CH3:14])=[O:12])=[C:4]([F:15])[CH:3]=1.[F:16][C:17]([F:49])([F:48])[CH2:18][NH:19][C:20]([C:22]1[C:31](=[O:32])[C:30]2[C:25](=[N:26][CH:27]=[CH:28][CH:29]=2)[N:24]([C:33]2[CH:38]=[CH:37][CH:36]=[C:35](B3OC(C)(C)C(C)(C)O3)[CH:34]=2)[CH:23]=1)=[O:21].CN(C)C1C=CC=CC=1C1C=CC=CC=1P(C1CCCCC1)C1CCCCC1.C(=O)([O-])[O-].[Na+].[Na+]. Given the product [F:15][C:4]1[CH:3]=[C:2]([C:35]2[CH:36]=[CH:37][CH:38]=[C:33]([N:24]3[C:25]4[C:30](=[CH:29][CH:28]=[CH:27][N:26]=4)[C:31](=[O:32])[C:22]([C:20]([NH:19][CH2:18][C:17]([F:48])([F:49])[F:16])=[O:21])=[CH:23]3)[CH:34]=2)[CH:7]=[CH:6][C:5]=1[CH:8]1[CH2:10][CH:9]1[C:11]([O:13][CH3:14])=[O:12], predict the reactants needed to synthesize it. (2) Given the product [OH:1][C:2]1[CH:10]=[CH:9][CH:8]=[CH:7][C:3]=1[C:4]([NH:11][C@H:12]1[CH2:13][O:14][C@@H:15]2[C@@H:19]([NH:20][C:21](=[O:35])[C:22]3[CH:27]=[CH:26][CH:25]=[C:24]([O:28][C:29]4[CH:30]=[CH:31][CH:32]=[CH:33][CH:34]=4)[CH:23]=3)[CH2:18][O:17][C@H:16]12)=[O:6], predict the reactants needed to synthesize it. The reactants are: [OH:1][C:2]1[CH:10]=[CH:9][CH:8]=[CH:7][C:3]=1[C:4]([OH:6])=O.[NH2:11][C@@H:12]1[C@H:16]2[O:17][CH2:18][C@H:19]([NH:20][C:21](=[O:35])[C:22]3[CH:27]=[CH:26][CH:25]=[C:24]([O:28][C:29]4[CH:34]=[CH:33][CH:32]=[CH:31][CH:30]=4)[CH:23]=3)[C@H:15]2[O:14][CH2:13]1. (3) Given the product [CH3:35][C:30]1([CH3:34])[O:29][C:28](=[O:36])[C:27](=[C:26]([NH:16][CH2:15][CH:14]([C:17]([F:19])([F:18])[F:20])[C:13]([F:21])([F:22])[F:12])[CH3:25])[C:32](=[O:33])[O:31]1, predict the reactants needed to synthesize it. The reactants are: CC1C=CC(S(O)(=O)=O)=CC=1.[F:12][C:13]([F:22])([F:21])[CH:14]([C:17]([F:20])([F:19])[F:18])[CH2:15][NH2:16].CO[CH2:25][CH:26]=[C:27]1[C:32](=[O:33])[O:31][C:30]([CH3:35])([CH3:34])[O:29][C:28]1=[O:36]. (4) Given the product [CH3:1][O:2][C:3]([C:5]1[CH:6]=[C:7]2[C:11](=[CH:12][CH:13]=1)[NH:10][N:9]=[C:8]2[CH2:14][O:15][CH:37]1[CH2:38][CH2:39][CH2:40][CH2:41][O:36]1)=[O:4], predict the reactants needed to synthesize it. The reactants are: [CH3:1][O:2][C:3]([C:5]1[CH:6]=[C:7]2[C:11](=[CH:12][CH:13]=1)[NH:10][N:9]=[C:8]2[CH2:14][OH:15])=[O:4].ClCCl.C1(C)C=CC(S([O-])(=O)=O)=CC=1.[NH+]1C=CC=CC=1.[O:36]1[CH:41]=[CH:40][CH2:39][CH2:38][CH2:37]1.